Task: Predict the reactants needed to synthesize the given product.. Dataset: Full USPTO retrosynthesis dataset with 1.9M reactions from patents (1976-2016) Given the product [CH2:34]([N:5]([CH2:1][CH2:2][CH2:3][CH3:4])[C:6]([C:8]1[N:9]=[C:10]([C:21]2[CH:29]=[CH:28][C:27]([C:30]([O:32][CH3:33])=[O:31])=[CH:26][C:22]=2[C:23]([N:63]2[C@H:64]([CH2:72][OH:73])[CH2:65][C:66]3[C:71](=[CH:70][CH:69]=[CH:68][CH:67]=3)[CH2:62]2)=[O:24])[N:11]([CH2:13][CH2:14][C:15]2[CH:20]=[CH:19][CH:18]=[CH:17][CH:16]=2)[CH:12]=1)=[O:7])[CH2:35][CH2:36][CH3:37], predict the reactants needed to synthesize it. The reactants are: [CH2:1]([N:5]([CH2:34][CH2:35][CH2:36][CH3:37])[C:6]([C:8]1[N:9]=[C:10]([C:21]2[CH:29]=[CH:28][C:27]([C:30]([O:32][CH3:33])=[O:31])=[CH:26][C:22]=2[C:23](O)=[O:24])[N:11]([CH2:13][CH2:14][C:15]2[CH:20]=[CH:19][CH:18]=[CH:17][CH:16]=2)[CH:12]=1)=[O:7])[CH2:2][CH2:3][CH3:4].CN(C(ON1N=NC2C=CC=NC1=2)=[N+](C)C)C.F[P-](F)(F)(F)(F)F.[CH2:62]1[C:71]2[C:66](=[CH:67][CH:68]=[CH:69][CH:70]=2)[CH2:65][C@@H:64]([CH2:72][OH:73])[NH:63]1.C(N(C(C)C)CC)(C)C.